This data is from Forward reaction prediction with 1.9M reactions from USPTO patents (1976-2016). The task is: Predict the product of the given reaction. (1) Given the reactants C([N:8]([CH2:16][C@@H:17]1[O:21][C:20](=[O:22])[N:19]([C:23]2[CH:28]=[CH:27][C:26]([N:29]3[CH2:34][CH2:33][O:32][CH2:31][C:30]3=[O:35])=[CH:25][CH:24]=2)[CH2:18]1)CC1C=CC=CC=1)C1C=CC=CC=1.[C:36]([OH:39])(=[O:38])[CH3:37], predict the reaction product. The product is: [C:36]([OH:39])(=[O:38])[CH3:37].[NH2:8][CH2:16][C@@H:17]1[O:21][C:20](=[O:22])[N:19]([C:23]2[CH:28]=[CH:27][C:26]([N:29]3[CH2:34][CH2:33][O:32][CH2:31][C:30]3=[O:35])=[CH:25][CH:24]=2)[CH2:18]1. (2) Given the reactants Cl.[Br:2][C:3]1[C:4]2[N:5]([CH:10]=[CH:11][N:12]=2)[N:6]=[C:7]([Cl:9])[CH:8]=1.[B-](F)(F)(F)[F:14].[B-](F)(F)(F)F.C1[N+]2(CCl)CC[N+](F)(CC2)C1, predict the reaction product. The product is: [Br:2][C:3]1[C:4]2[N:5]([C:10]([F:14])=[CH:11][N:12]=2)[N:6]=[C:7]([Cl:9])[CH:8]=1. (3) Given the reactants [CH2:1]1[C:10]2[C:5](=[CH:6][CH:7]=[CH:8][CH:9]=2)[CH2:4][CH2:3][N:2]1[CH2:11][CH:12]([OH:26])[CH2:13][NH:14][C:15](=[O:25])[CH2:16][O:17][C:18]1[CH:23]=[CH:22][CH:21]=[CH:20][C:19]=1I.C([O-])([O-])=O.[Cs+].[Cs+].C1C=CC(P(C2C(C3C(P(C4C=CC=CC=4)C4C=CC=CC=4)=CC=C4C=3C=CC=C4)=C3C(C=CC=C3)=CC=2)C2C=CC=CC=2)=CC=1, predict the reaction product. The product is: [CH2:1]1[C:10]2[C:5](=[CH:6][CH:7]=[CH:8][CH:9]=2)[CH2:4][CH2:3][N:2]1[CH2:11][CH:12]([OH:26])[CH2:13][N:14]1[C:15](=[O:25])[CH2:16][O:17][C:18]2[CH:23]=[CH:22][CH:21]=[CH:20][C:19]1=2. (4) Given the reactants [Cl:1][C:2]1[CH:3]=[CH:4][C:5]([CH:23]=[O:24])=[C:6]2[C:10]=1[N:9]=[C:8]1[N:11]([C:15]3[CH:20]=[CH:19][C:18]([Cl:21])=[CH:17][C:16]=3[Cl:22])[CH2:12][CH2:13][CH2:14][N:7]21.[CH:25]([Mg]Cl)([CH3:27])[CH3:26].C([Mg]Cl)CC, predict the reaction product. The product is: [Cl:1][C:2]1[C:10]2[N:9]=[C:8]3[N:11]([C:15]4[CH:20]=[CH:19][C:18]([Cl:21])=[CH:17][C:16]=4[Cl:22])[CH2:12][CH2:13][CH2:14][N:7]3[C:6]=2[C:5]([CH:23]([OH:24])[CH:25]([CH3:27])[CH3:26])=[CH:4][CH:3]=1. (5) Given the reactants [Br:1][C:2]1[CH:3]=[C:4]([CH:6]=[CH:7][C:8]=1[O:9][CH2:10][CH:11]1[CH2:15][CH2:14][CH2:13][O:12]1)[NH2:5].[S-:16][C:17]#[N:18].[NH4+].BrBr.N, predict the reaction product. The product is: [Br:1][C:2]1[C:8]([O:9][CH2:10][CH:11]2[CH2:15][CH2:14][CH2:13][O:12]2)=[CH:7][C:6]2[S:16][C:17]([NH2:18])=[N:5][C:4]=2[CH:3]=1. (6) The product is: [NH2:1][C:2]1[CH:3]=[C:4]([C:5]([N:12]2[CH2:17][CH2:16][CH2:15][C@@H:14]3[C:18]4[CH:19]=[CH:20][CH:21]=[CH:22][C:23]=4[CH2:24][C@H:13]23)=[O:7])[CH:8]=[CH:9][C:10]=1[F:11]. Given the reactants [NH2:1][C:2]1[CH:3]=[C:4]([CH:8]=[CH:9][C:10]=1[F:11])[C:5]([OH:7])=O.[NH:12]1[CH2:17][CH2:16][CH2:15][C@@H:14]2[C:18]3[CH:19]=[CH:20][CH:21]=[CH:22][C:23]=3[CH2:24][C@H:13]12.F[P-](F)(F)(F)(F)F.N1(OC(N(C)C)=[N+](C)C)C2N=CC=CC=2N=N1, predict the reaction product. (7) Given the reactants Cl.[NH2:2][C:3]1[N:8]=[C:7]([NH2:9])[CH:6]=[C:5]([C:10]2[CH:18]=[CH:17][C:13]([C:14]([OH:16])=O)=[CH:12][CH:11]=2)[N:4]=1.Cl.[Cl:20][C:21]1[CH:22]=[C:23]2[C:28](=[CH:29][CH:30]=1)[CH:27]=[C:26]([S:31]([N:34]1[CH2:39][CH2:38][NH:37][CH2:36][CH2:35]1)(=[O:33])=[O:32])[CH:25]=[CH:24]2, predict the reaction product. The product is: [ClH:20].[Cl:20][C:21]1[CH:22]=[C:23]2[C:28](=[CH:29][CH:30]=1)[CH:27]=[C:26]([S:31]([N:34]1[CH2:35][CH2:36][N:37]([C:14](=[O:16])[C:13]3[CH:12]=[CH:11][C:10]([C:5]4[N:4]=[C:3]([NH2:2])[N:8]=[C:7]([NH2:9])[CH:6]=4)=[CH:18][CH:17]=3)[CH2:38][CH2:39]1)(=[O:32])=[O:33])[CH:25]=[CH:24]2. (8) Given the reactants Cl[C:2]1[C:7]([N+:8]([O-:10])=[O:9])=[CH:6][CH:5]=[C:4]([Cl:11])[N:3]=1.[F:12][C:13]1[CH:20]=[CH:19][C:16]([CH2:17][NH2:18])=[CH:15][CH:14]=1, predict the reaction product. The product is: [Cl:11][C:4]1[N:3]=[C:2]([NH:18][CH2:17][C:16]2[CH:19]=[CH:20][C:13]([F:12])=[CH:14][CH:15]=2)[C:7]([N+:8]([O-:10])=[O:9])=[CH:6][CH:5]=1. (9) The product is: [CH3:19][O:20][C:21]1[CH:26]=[CH:25][C:24]([C:8]2[CH:13]=[CH:12][C:11]([CH2:14][C:15]([O:17][CH3:18])=[O:16])=[CH:10][CH:9]=2)=[CH:23][CH:22]=1. Given the reactants C(=O)([O-])[O-].[Na+].[Na+].Br[C:8]1[CH:13]=[CH:12][C:11]([CH2:14][C:15]([O:17][CH3:18])=[O:16])=[CH:10][CH:9]=1.[CH3:19][O:20][C:21]1[CH:26]=[CH:25][C:24](B(O)O)=[CH:23][CH:22]=1.O, predict the reaction product.